This data is from Experimentally validated miRNA-target interactions with 360,000+ pairs, plus equal number of negative samples. The task is: Binary Classification. Given a miRNA mature sequence and a target amino acid sequence, predict their likelihood of interaction. (1) The miRNA is hsa-miR-4539 with sequence GCUGAACUGGGCUGAGCUGGGC. The protein sequence of the target gene is MGDMTNSDFYSKNQRNESSHGGEFGCTMEELRSLMELRGTEAVVKIKETYGDTEAICRRLKTSPVEGLPGTAPDLEKRKQIFGQNFIPPKKPKTFLQLVWEALQDVTLIILEIAAIISLGLSFYHPPGESNEGCATAQGGAEDEGEAEAGWIEGAAILLSVICVVLVTAFNDWSKEKQFRGLQSRIEQEQKFTVVRAGQVVQIPVAEIVVGDIAQIKYGDLLPADGLFIQGNDLKIDESSLTGESDQVRKSVDKDPMLLSGTHVMEGSGRMVVTAVGVNSQTGIIFTLLGAGGEEEEKKD.... Result: 0 (no interaction). (2) The miRNA is mmu-miR-574-5p with sequence UGAGUGUGUGUGUGUGAGUGUGU. The protein sequence of the target gene is MDSSIHLSSLISRHDDEATRTSTSEGLEEGEVEGETLLIVESEDQASVDLSHDQSGDSLNSDEGDVSWMEEQLSYFCDKCQKWIPASQLREQLSYLKGDNFFRFTCSDCSADGKEQYERLKLTWQQVVMLAMYNLSLEGSGRQGYFRWKEDICAFIEKHWTFLLGNRKKTSTWWSTVAGCLSVGSPMYFRSGAQEFGEPGWWKLVHNKPPTMKPEGEKLSASTLKIKAASKPTLDPIITVEGLRKRASRNPVESAMELKEKRSRTQEAKDIRRAQKEAAGFLDRSTSSTPVKFISRGRRP.... Result: 0 (no interaction). (3) The miRNA is hsa-miR-181b-5p with sequence AACAUUCAUUGCUGUCGGUGGGU. The protein sequence of the target gene is MDVHDLFRRLGAGAKFDTRRFSADAARFQIGKRKYDFDSSEVLQGLDFFGNKKSVPGVCGASQTHQKPQNGEKKEESLTERKREQSKKKRKTMTSEIASQEEGATIQWMSSVEAKIEDKKVQRESKLTSGKLENLRKEKINFLRNKHKIHVQGTDLPDPIATFQQLDQEYKINSRLLQNILDAGFQMPTPIQMQAIPVMLHGRELLASAPTGSGKTLAFSIPILMQLKQPANKGFRALIISPTRELASQIHRELIKISEGTGFRIHMIHKAAVAAKKFGPKSSKKFDILVTTPNRLIYLL.... Result: 1 (interaction). (4) Result: 0 (no interaction). The protein sequence of the target gene is MAYIQLEPLNEGFLSRISDVLLCGWTCQHCCQRCYESSCCQSSEDEVEILGPFPAQTPPWLMASRSNDKDGDSVHTASDVPLTPRTNSPDGRRSSSDTSKSTYSLTRRISSLDSRRPSSPLIDIKPIEFGVLSAKKEPIQPSVLRRTYTPDDYFRKFEPRLYSLDSNLDDVDSLTDEEIMSKYQLGMLHFSTQYDLLHNHLTVRVIEARDLPPPISHDGSRQDMAHSNPYVKICLLPDQKNSKQTGVKRKTQKPVFEERYTFEIPFLEAQRRTLLLTVVDFDKFSRHCVIGKVAVPLCEV.... The miRNA is hsa-miR-548as-3p with sequence UAAAACCCACAAUUAUGUUUGU. (5) The miRNA is hsa-miR-1911-5p with sequence UGAGUACCGCCAUGUCUGUUGGG. The protein sequence of the target gene is MTHGEELGSDVHQDSIVLTYLEGLLMHQAAGGSGTAINKKSAGHKEEDQNFNLSGSAFPSCQSNGPTVSTQTYQGSGMLHLKKARLLQSSEDWNAAKRKRLSDSIVNLNVKKEALLAGMVDSVPKGKQDSTLLASLLQSFSSRLQTVALSQQIRQSLKEQGYALSHESLKVEKDLRCYGVASSHLKTLLKKSKTKDQKSGPTLPDVTPNLIRDSFVESSHPAVGQSGTKVMSEPLSCAARLQAVASMVEKRASPAASPKPSVACSQLALLLSSEAHLQQYSREHALKTQNAHQVASERLA.... Result: 0 (no interaction). (6) Result: 1 (interaction). The protein sequence of the target gene is MTATAEVETPKMEKSASKEEKQQPKQDSTEQGNADSEEWMSSESDPEQISLKSSDNSKSCQPRDGQLKKKEMHSKPHRQLCRSPCLDRPSFSQSSILQDGKLDLEKEYQAKMEFALKLGYAEEQIQSVLNKLGPESLINDVLAELVRLGNKGDSEGQINLSLLVPRGPSSREIASPELSLEDEIDNSDNLRPVVIDGSNVAMSHGNKEEFSCRGIQLAVDWFLDKGHKDITVFVPAWRKEQSRPDAPITDQDILRKLEKEKILVFTPSRRVQGRRVVCYDDRFIVKLAFDSDGIIVSNDN.... The miRNA is hsa-miR-6512-3p with sequence UUCCAGCCCUUCUAAUGGUAGG. (7) The miRNA is hsa-miR-1261 with sequence AUGGAUAAGGCUUUGGCUU. The protein sequence of the target gene is MTFQFNFTIEDHLENELTPIRDGALTLDSSKELSVSESQKGEERDRKCSAEQFDLPQDHLWEHKSMENAAPSQDTDSPLSAASSSRNLEPHGKQPSLRAAKEHAMPKDLKKMLENKVIETLPGFQHVKLSVVKTILLKENFPGENIVSKSFSSHSDLITGVYEGGLKIWECTFDLLAYFTKAKVKFAGKKVLDLGCGSGLLGITAFKGGSKEIHFQDYNSMVIDEVTLPNVVANSTLEDEENDVNEPDVKRCRKPKVTQLYKCRFFSGEWSEFCKLVLSSEKLFVKYDLILTSETIYNPD.... Result: 0 (no interaction).